From a dataset of Peptide-MHC class II binding affinity with 134,281 pairs from IEDB. Regression. Given a peptide amino acid sequence and an MHC pseudo amino acid sequence, predict their binding affinity value. This is MHC class II binding data. (1) The peptide sequence is AFKVAAWAANAAPAN. The MHC is DRB1_0401 with pseudo-sequence DRB1_0401. The binding affinity (normalized) is 0.612. (2) The peptide sequence is PTYKHLIMFEQYFIYTYD. The MHC is DRB1_0101 with pseudo-sequence DRB1_0101. The binding affinity (normalized) is 0.0833. (3) The peptide sequence is PIVNRNGEVIGLYGN. The MHC is HLA-DQA10303-DQB10402 with pseudo-sequence HLA-DQA10303-DQB10402. The binding affinity (normalized) is 0. (4) The peptide sequence is PDPTKLILQLLKDFL. The MHC is HLA-DQA10301-DQB10302 with pseudo-sequence HLA-DQA10301-DQB10302. The binding affinity (normalized) is 0.185. (5) The peptide sequence is GELQIVDQIDAAFKI. The MHC is DRB1_1201 with pseudo-sequence DRB1_1201. The binding affinity (normalized) is 0.545. (6) The peptide sequence is FVAAAKYMVIQGEPG. The MHC is HLA-DPA10201-DPB10501 with pseudo-sequence HLA-DPA10201-DPB10501. The binding affinity (normalized) is 0.308. (7) The peptide sequence is RPGVSKKFLSLLTSS. The MHC is DRB1_0404 with pseudo-sequence DRB1_0404. The binding affinity (normalized) is 0.671. (8) The peptide sequence is SRFFVMGEETPLLTK. The MHC is DRB1_1101 with pseudo-sequence DRB1_1101. The binding affinity (normalized) is 0.363. (9) The peptide sequence is IKEKGKDKWIALKES. The MHC is DRB3_0202 with pseudo-sequence DRB3_0202. The binding affinity (normalized) is 0.0237. (10) The peptide sequence is DSYKFIPTLVAAVKQ. The MHC is DRB1_1302 with pseudo-sequence DRB1_1302. The binding affinity (normalized) is 0.646.